Dataset: Reaction yield outcomes from USPTO patents with 853,638 reactions. Task: Predict the reaction yield, written as a fraction of the theoretical maximum amount of product (1.0 means a 100% yield; for example, 0.34 means a 34% yield). (1) The reactants are [CH3:1][C:2]([CH3:22])([CH2:8][C:9]1[CH:14]=[CH:13][C:12]([N+:15]([O-])=O)=[CH:11][C:10]=1[C:18]([F:21])([F:20])[F:19])[C:3]([O:5][CH2:6][CH3:7])=[O:4]. The catalyst is CO.[Pd]. The product is [NH2:15][C:12]1[CH:13]=[CH:14][C:9]([CH2:8][C:2]([CH3:1])([CH3:22])[C:3]([O:5][CH2:6][CH3:7])=[O:4])=[C:10]([C:18]([F:19])([F:20])[F:21])[CH:11]=1. The yield is 0.840. (2) The reactants are C([O:3][C:4](=O)[CH:5]=[C:6]1[CH2:11][CH2:10][N:9]([C:12]([O:14][C:15]([CH3:18])([CH3:17])[CH3:16])=[O:13])[CH2:8][CH2:7]1)C.[H-].C([Al+]CC(C)C)C(C)C.[NH4+].[Cl-].O. The catalyst is C1(C)C=CC=CC=1. The product is [OH:3][CH2:4][CH:5]=[C:6]1[CH2:7][CH2:8][N:9]([C:12]([O:14][C:15]([CH3:18])([CH3:17])[CH3:16])=[O:13])[CH2:10][CH2:11]1. The yield is 0.880. (3) The reactants are [C:1]1([NH:7][C:8]2[N:9](C(C3C=CC=CC=3)(C3C=CC=CC=3)C3C=CC=CC=3)[CH:10]=[C:11]([C:13]([C:15]3[CH:20]=[C:19]([O:21][CH3:22])[C:18]([O:23][CH3:24])=[C:17]([O:25][CH3:26])[CH:16]=3)=[O:14])[N:12]=2)[CH:6]=[CH:5][CH:4]=[CH:3][CH:2]=1.Cl. The catalyst is C(OCC)C. The product is [C:1]1([NH:7][C:8]2[NH:9][CH:10]=[C:11]([C:13]([C:15]3[CH:20]=[C:19]([O:21][CH3:22])[C:18]([O:23][CH3:24])=[C:17]([O:25][CH3:26])[CH:16]=3)=[O:14])[N:12]=2)[CH:6]=[CH:5][CH:4]=[CH:3][CH:2]=1. The yield is 0.630. (4) The reactants are CS([C:5]1[S:9][C:8]([C:10]2[CH:18]=[CH:17][C:13]3[CH:14]=[N:15][S:16][C:12]=3[CH:11]=2)=[N:7][N:6]=1)(=O)=O.C([O-])(=O)C.[NH4+:23].CO. The catalyst is C(Cl)Cl. The product is [S:16]1[C:12]2[CH:11]=[C:10]([C:8]3[S:9][C:5]([NH2:23])=[N:6][N:7]=3)[CH:18]=[CH:17][C:13]=2[CH:14]=[N:15]1. The yield is 0.710. (5) The product is [CH2:1]([N:8]1[CH:12]=[C:11]([CH2:13][OH:14])[C:10]([O:18][CH2:19][C:20]2[CH:25]=[CH:24][C:23]([O:26][CH2:27][C:28]3[N:29]=[C:30]([C:34]4[CH:35]=[CH:36][CH:37]=[CH:38][CH:39]=4)[O:31][C:32]=3[CH3:33])=[CH:22][CH:21]=2)=[N:9]1)[C:2]1[CH:7]=[CH:6][CH:5]=[CH:4][CH:3]=1. The reactants are [CH2:1]([N:8]1[CH:12]=[C:11]([C:13](OCC)=[O:14])[C:10]([O:18][CH2:19][C:20]2[CH:25]=[CH:24][C:23]([O:26][CH2:27][C:28]3[N:29]=[C:30]([C:34]4[CH:39]=[CH:38][CH:37]=[CH:36][CH:35]=4)[O:31][C:32]=3[CH3:33])=[CH:22][CH:21]=2)=[N:9]1)[C:2]1[CH:7]=[CH:6][CH:5]=[CH:4][CH:3]=1.[H-].[Al+3].[Li+].[H-].[H-].[H-].O.O.O.O.O.O.O.O.O.O.S([O-])([O-])(=O)=O.[Na+].[Na+]. The catalyst is O1CCCC1.C(OCC)(=O)C. The yield is 0.810. (6) The reactants are [Cl:1][C:2]1[CH:27]=[CH:26][C:5]([CH2:6][N:7]2[C:16](=[O:17])[C:15]3[C:10](=[N:11][C:12]4[CH2:21][CH2:20][CH2:19][CH2:18][C:13]=4[N:14]=3)[N:9]([CH2:22][CH2:23][CH3:24])[C:8]2=[O:25])=[CH:4][CH:3]=1.ClC1C=CC=C(C(OO)=[O:36])C=1. The catalyst is ClCCl. The product is [Cl:1][C:2]1[CH:27]=[CH:26][C:5]([CH2:6][N:7]2[C:16](=[O:17])[C:15]3[N+:14]([O-:36])=[C:13]4[CH2:18][CH2:19][CH2:20][CH2:21][C:12]4=[N:11][C:10]=3[N:9]([CH2:22][CH2:23][CH3:24])[C:8]2=[O:25])=[CH:4][CH:3]=1. The yield is 0.110. (7) The reactants are [CH2:1]([O:8][C:9]([NH:11][C:12]1[CH:17]=[CH:16][C:15]([C:18]2[O:19][CH2:20][CH:21]([C:23]([O:25][CH3:26])=[O:24])[N:22]=2)=[CH:14][C:13]=1[CH3:27])=[O:10])[C:2]1[CH:7]=[CH:6][CH:5]=[CH:4][CH:3]=1.BrCC(Cl)(Cl)Cl.C1CCN2C(=NCCC2)CC1. The catalyst is ClCCl. The product is [CH2:1]([O:8][C:9]([NH:11][C:12]1[CH:17]=[CH:16][C:15]([C:18]2[O:19][CH:20]=[C:21]([C:23]([O:25][CH3:26])=[O:24])[N:22]=2)=[CH:14][C:13]=1[CH3:27])=[O:10])[C:2]1[CH:7]=[CH:6][CH:5]=[CH:4][CH:3]=1. The yield is 0.490.